This data is from Peptide-MHC class I binding affinity with 185,985 pairs from IEDB/IMGT. The task is: Regression. Given a peptide amino acid sequence and an MHC pseudo amino acid sequence, predict their binding affinity value. This is MHC class I binding data. (1) The peptide sequence is AYIDNYNKF. The MHC is Mamu-A2601 with pseudo-sequence Mamu-A2601. The binding affinity (normalized) is 0. (2) The peptide sequence is VTDFKGKTV. The MHC is HLA-A01:01 with pseudo-sequence HLA-A01:01. The binding affinity (normalized) is 0.0831. (3) The peptide sequence is QTYDWTLNR. The MHC is HLA-A03:01 with pseudo-sequence HLA-A03:01. The binding affinity (normalized) is 0.452. (4) The peptide sequence is KFYGPFVDR. The binding affinity (normalized) is 0.973. The MHC is Patr-A0101 with pseudo-sequence Patr-A0101. (5) The peptide sequence is CCNWLDRCRH. The MHC is HLA-A03:01 with pseudo-sequence HLA-A03:01. The binding affinity (normalized) is 0.